This data is from Full USPTO retrosynthesis dataset with 1.9M reactions from patents (1976-2016). The task is: Predict the reactants needed to synthesize the given product. (1) The reactants are: [CH3:1][C:2]1[C:7]([CH3:8])=[CH:6][CH:5]=[C:4]([NH2:9])[C:3]=1[NH2:10].[C:11]([O-])(O)=O.[Na+]. Given the product [CH3:1][C:2]1[C:3]2[N:10]=[CH:11][NH:9][C:4]=2[CH:5]=[CH:6][C:7]=1[CH3:8], predict the reactants needed to synthesize it. (2) Given the product [CH3:24][C:23]([OH:25])([CH3:26])[CH2:22][NH:21][C:2]1[N:7]=[C:6]([C:8]2[CH:13]=[CH:12][CH:11]=[CH:10][CH:9]=2)[N:5]=[C:4]([NH:14][C:15]2[CH:20]=[CH:19][CH:18]=[CH:17][CH:16]=2)[N:3]=1, predict the reactants needed to synthesize it. The reactants are: Cl[C:2]1[N:7]=[C:6]([C:8]2[CH:13]=[CH:12][CH:11]=[CH:10][CH:9]=2)[N:5]=[C:4]([NH:14][C:15]2[CH:20]=[CH:19][CH:18]=[CH:17][CH:16]=2)[N:3]=1.[NH2:21][CH2:22][C:23]([CH3:26])([OH:25])[CH3:24]. (3) Given the product [ClH:30].[NH:19]1[C:27]2=[N:26][CH:25]=[CH:24][CH:23]=[C:22]2[C:21]([CH:28]=[C:10]2[O:9][C:8]([NH:7][CH:1]3[CH2:2][CH2:3][CH2:4][CH2:5][CH2:6]3)=[C:12]([C:13]([O:15][CH2:16][CH3:17])=[O:14])[C:11]2=[O:18])=[CH:20]1, predict the reactants needed to synthesize it. The reactants are: [CH:1]1([NH:7][C:8]2[O:9][CH2:10][C:11](=[O:18])[C:12]=2[C:13]([O:15][CH2:16][CH3:17])=[O:14])[CH2:6][CH2:5][CH2:4][CH2:3][CH2:2]1.[NH:19]1[C:27]2[C:22](=[CH:23][CH:24]=[CH:25][N:26]=2)[C:21]([CH:28]=O)=[CH:20]1.[ClH:30]. (4) Given the product [CH2:31]([C@@H:35]1[N:40]([C:56](=[O:57])[C:55]#[C:54][C:51]2[CH:52]=[CH:53][C:48]([C:47]([F:59])([F:60])[F:46])=[CH:49][CH:50]=2)[CH2:39][C@H:38]([CH2:41][CH:42]([CH3:44])[CH3:43])[NH:37][C:36]1=[O:45])[CH:32]([CH3:34])[CH3:33], predict the reactants needed to synthesize it. The reactants are: C([C@@H]1N(C(=O)C2C=CC(OC3C=CC=CC=3)=CC=2)C[C@H](CC(C)C)NC1=O)C(C)C.[CH2:31]([C@@H:35]1[NH:40][CH2:39][C@H:38]([CH2:41][CH:42]([CH3:44])[CH3:43])[NH:37][C:36]1=[O:45])[CH:32]([CH3:34])[CH3:33].[F:46][C:47]([F:60])([F:59])[C:48]1[CH:53]=[CH:52][C:51]([C:54]#[C:55][C:56](O)=[O:57])=[CH:50][CH:49]=1. (5) The reactants are: [N:1]1([C:7]([N:9]2[CH2:14][CH:13]([C:15]3[CH:20]=[CH:19][C:18]([C:21]([F:24])([F:23])[F:22])=[CH:17][CH:16]=3)[CH2:12][CH:11]([C:25](=[S:27])[NH2:26])[CH2:10]2)=[O:8])[CH2:6][CH2:5][O:4][CH2:3][CH2:2]1.Br[CH2:29][C:30]([C:32]1[C:33]([CH3:39])=[N:34][C:35]([CH3:38])=[CH:36][CH:37]=1)=O. Given the product [CH3:39][C:33]1[C:32]([C:30]2[N:26]=[C:25]([CH:11]3[CH2:12][CH:13]([C:15]4[CH:20]=[CH:19][C:18]([C:21]([F:22])([F:23])[F:24])=[CH:17][CH:16]=4)[CH2:14][N:9]([C:7]([N:1]4[CH2:6][CH2:5][O:4][CH2:3][CH2:2]4)=[O:8])[CH2:10]3)[S:27][CH:29]=2)=[CH:37][CH:36]=[C:35]([CH3:38])[N:34]=1, predict the reactants needed to synthesize it.